This data is from Full USPTO retrosynthesis dataset with 1.9M reactions from patents (1976-2016). The task is: Predict the reactants needed to synthesize the given product. (1) Given the product [Cl:3][C:4]1[CH:11]=[CH:10][C:7]([CH2:8][S:9][CH2:13][CH2:14][C:15]2[CH:20]=[CH:19][C:18]([F:21])=[CH:17][CH:16]=2)=[CH:6][CH:5]=1, predict the reactants needed to synthesize it. The reactants are: [OH-].[Na+].[Cl:3][C:4]1[CH:11]=[CH:10][C:7]([CH2:8][SH:9])=[CH:6][CH:5]=1.Cl[CH2:13][CH2:14][C:15]1[CH:20]=[CH:19][C:18]([F:21])=[CH:17][CH:16]=1. (2) Given the product [NH:11]([C:36]([O:38][C:39]([CH3:42])([CH3:40])[CH3:41])=[O:37])[C@H:12]([C:30]([OH:53])=[O:31])[CH2:13][CH2:14][CH2:15][NH:16][C:17](=[NH:29])[NH:18][S:19]([C:22]1[CH:28]=[CH:27][C:25]([CH3:26])=[CH:24][CH:23]=1)(=[O:20])=[O:21].[S:1]1[CH:5]=[CH:4][N:3]=[CH:2]1, predict the reactants needed to synthesize it. The reactants are: [S:1]1[CH:5]=[CH:4][N:3]=[CH:2]1.[Li]CCCC.[NH:11]([C:36]([O:38][C:39]([CH3:42])([CH3:41])[CH3:40])=[O:37])[C@H:12]([C:30](N(OC)C)=[O:31])[CH2:13][CH2:14][CH2:15][NH:16][C:17](=[NH:29])[NH:18][S:19]([C:22]1[CH:28]=[CH:27][C:25]([CH3:26])=[CH:24][CH:23]=1)(=[O:21])=[O:20].[Li]C1SC=CN=1.Cl.C1C[O:53]CC1.